From a dataset of TCR-epitope binding with 47,182 pairs between 192 epitopes and 23,139 TCRs. Binary Classification. Given a T-cell receptor sequence (or CDR3 region) and an epitope sequence, predict whether binding occurs between them. (1) The epitope is FTISVTTEIL. The TCR CDR3 sequence is CASSPYSGYEQYF. Result: 0 (the TCR does not bind to the epitope). (2) The epitope is FRYMNSQGL. The TCR CDR3 sequence is CASSLRRGPNTEAFF. Result: 0 (the TCR does not bind to the epitope). (3) The epitope is TPGPGVRYPL. The TCR CDR3 sequence is CASLRDMNTGELFF. Result: 0 (the TCR does not bind to the epitope). (4) The epitope is YVLDHLIVV. The TCR CDR3 sequence is CASSMSDGYEQYF. Result: 0 (the TCR does not bind to the epitope). (5) The epitope is TAFTIPSI. The TCR CDR3 sequence is CASNLEGDEQFF. Result: 0 (the TCR does not bind to the epitope). (6) The epitope is TPRVTGGGAM. The TCR CDR3 sequence is CASSYSPLNTEAFF. Result: 1 (the TCR binds to the epitope). (7) The epitope is NEGVKAAW. The TCR CDR3 sequence is CASSIFGEAFF. Result: 1 (the TCR binds to the epitope).